From a dataset of Retrosynthesis with 50K atom-mapped reactions and 10 reaction types from USPTO. Predict the reactants needed to synthesize the given product. Given the product CC(C)(C)OC(=O)N1CCC(Nc2nc3cccc(S(N)(=O)=O)c3o2)CC1, predict the reactants needed to synthesize it. The reactants are: CC(C)(C)OC(=O)N1CCC(N)CC1.NS(=O)(=O)c1cccc2nc(Cl)oc12.